Predict the product of the given reaction. From a dataset of Forward reaction prediction with 1.9M reactions from USPTO patents (1976-2016). (1) The product is: [Cl:1][C:2]1[CH:7]=[CH:6][CH:5]=[C:4]([F:8])[C:3]=1[NH:9][C:10]1[NH:22][C:21]2[C:16]3[N:17]=[C:18]([CH3:20])[O:19][C:15]=3[C:14]([C:23]([NH:35][C:34]3[CH:36]=[CH:37][C:31]([F:30])=[CH:32][CH:33]=3)=[O:25])=[CH:13][C:12]=2[N:11]=1. Given the reactants [Cl:1][C:2]1[CH:7]=[CH:6][CH:5]=[C:4]([F:8])[C:3]=1[NH:9][C:10]1[NH:22][C:21]2[C:16]3[N:17]=[C:18]([CH3:20])[O:19][C:15]=3[C:14]([C:23]([OH:25])=O)=[CH:13][C:12]=2[N:11]=1.S(Cl)(Cl)=O.[F:30][C:31]1[CH:37]=[CH:36][C:34]([NH2:35])=[CH:33][CH:32]=1.[H-].[Na+], predict the reaction product. (2) Given the reactants [NH2:1][C:2]1[N:7]=[C:6]2[O:8][C:9]3[C:14]([CH2:15][C:5]2=[C:4]([NH2:17])[C:3]=1[C:18]#[N:19])=[CH:13][CH:12]=[C:11]([OH:16])[CH:10]=3.Br[CH2:21][CH2:22][OH:23].BrCCOCC, predict the reaction product. The product is: [NH2:1][C:2]1[N:7]=[C:6]2[O:8][C:9]3[C:14]([CH2:15][C:5]2=[C:4]([NH2:17])[C:3]=1[C:18]#[N:19])=[CH:13][CH:12]=[C:11]([O:16][CH2:21][CH2:22][OH:23])[CH:10]=3. (3) Given the reactants [CH3:1][O:2][C:3]1[CH:4]=[C:5]2[C:10](=[CH:11][C:12]=1[O:13][CH3:14])[N:9]=[CH:8][CH:7]=[C:6]2[O:15][C:16]1[CH:22]=[CH:21][C:19]([NH2:20])=[C:18]([CH3:23])[C:17]=1[CH3:24].C1(C)C=CC=CC=1.C(N(CC)CC)C.Cl[C:40](Cl)([O:42]C(=O)OC(Cl)(Cl)Cl)Cl.[F:51][C:52]1[CH:60]=[C:59]([F:61])[C:58]([F:62])=[CH:57][C:53]=1[CH:54]([OH:56])[CH3:55], predict the reaction product. The product is: [CH3:1][O:2][C:3]1[CH:4]=[C:5]2[C:10](=[CH:11][C:12]=1[O:13][CH3:14])[N:9]=[CH:8][CH:7]=[C:6]2[O:15][C:16]1[CH:22]=[CH:21][C:19]([NH:20][C:40](=[O:42])[O:56][CH:54]([C:53]2[CH:57]=[C:58]([F:62])[C:59]([F:61])=[CH:60][C:52]=2[F:51])[CH3:55])=[C:18]([CH3:23])[C:17]=1[CH3:24]. (4) Given the reactants C(OC(=O)[NH:7][CH2:8][CH:9]1[CH2:12][N:11]([CH2:13][C:14]2[CH:19]=[CH:18][N:17]=[C:16]3[N:20](S(C4C=CC(C)=CC=4)(=O)=O)[C:21]([C:23]4[C:31]5[C:26](=[CH:27][C:28]([O:34][CH3:35])=[C:29]([O:32][CH3:33])[CH:30]=5)[N:25]([CH3:36])[CH:24]=4)=[CH:22][C:15]=23)[CH2:10]1)(C)(C)C.[ClH:48], predict the reaction product. The product is: [ClH:48].[ClH:48].[CH3:33][O:32][C:29]1[CH:30]=[C:31]2[C:26](=[CH:27][C:28]=1[O:34][CH3:35])[N:25]([CH3:36])[CH:24]=[C:23]2[C:21]1[NH:20][C:16]2=[N:17][CH:18]=[CH:19][C:14]([CH2:13][N:11]3[CH2:10][CH:9]([CH2:8][NH2:7])[CH2:12]3)=[C:15]2[CH:22]=1. (5) Given the reactants [NH2:1][C:2]1[C:11]2[N:10]=[C:9]([C:12]3[CH:17]=[CH:16][CH:15]=[C:14]([F:18])[CH:13]=3)[CH:8]=[CH:7][C:6]=2[C:5]([C:19](O)=[O:20])=[CH:4][N:3]=1.CN(C(ON1N=NC2C=CC=NC1=2)=[N+](C)C)C.F[P-](F)(F)(F)(F)F.C(N(CC)CC)C.Cl.[NH2:54][CH:55]1[CH2:58][CH:57]([OH:59])[CH2:56]1, predict the reaction product. The product is: [NH2:1][C:2]1[C:11]2[N:10]=[C:9]([C:12]3[CH:17]=[CH:16][CH:15]=[C:14]([F:18])[CH:13]=3)[CH:8]=[CH:7][C:6]=2[C:5]([C:19]([NH:54][C@H:55]2[CH2:58][C@H:57]([OH:59])[CH2:56]2)=[O:20])=[CH:4][N:3]=1. (6) Given the reactants [Br:1][C:2]1[CH:3]=[C:4](/[C:9](/[CH3:16])=[CH:10]/[C:11](OCC)=[O:12])[CH:5]=[C:6]([Br:8])[CH:7]=1.CC(C[AlH]CC(C)C)C, predict the reaction product. The product is: [Br:1][C:2]1[CH:3]=[C:4](/[C:9](/[CH3:16])=[CH:10]/[CH2:11][OH:12])[CH:5]=[C:6]([Br:8])[CH:7]=1.